This data is from Full USPTO retrosynthesis dataset with 1.9M reactions from patents (1976-2016). The task is: Predict the reactants needed to synthesize the given product. (1) Given the product [CH:14]1[C:13]2[C:12](=[CH:11][C:10]([NH:9][CH2:8][CH2:7][CH2:6][CH2:5][CH2:4][C:3]([OH:27])=[O:2])=[O:26])[C:25]3[C:20](=[CH:21][CH:22]=[CH:23][CH:24]=3)[O:19][C:18]=2[CH:17]=[CH:16][CH:15]=1, predict the reactants needed to synthesize it. The reactants are: C[O:2][C:3](=[O:27])[CH2:4][CH2:5][CH2:6][CH2:7][CH2:8][NH:9][C:10](=[O:26])[CH:11]=[C:12]1[C:25]2[CH:24]=[CH:23][CH:22]=[CH:21][C:20]=2[O:19][C:18]2[C:13]1=[CH:14][CH:15]=[CH:16][CH:17]=2.CO.[Li+].[OH-].Cl. (2) Given the product [CH3:13][O:5][C:4](=[O:6])[C:3]1[CH:7]=[C:8]([F:12])[C:9]([Cl:11])=[N:10][C:2]=1[Cl:1], predict the reactants needed to synthesize it. The reactants are: [Cl:1][C:2]1[N:10]=[C:9]([Cl:11])[C:8]([F:12])=[CH:7][C:3]=1[C:4]([OH:6])=[O:5].[C:13](Cl)(=O)C(Cl)=O. (3) Given the product [F:16][C:17]1[CH:18]=[C:19]([C:2]2[C:11]3[CH2:10][CH2:9][CH2:8][C@@H:7]([NH:12][C:13](=[O:15])[CH3:14])[C:6]=3[CH:5]=[N:4][CH:3]=2)[CH:20]=[CH:21][C:22]=1[C:23]([F:24])([F:25])[F:26], predict the reactants needed to synthesize it. The reactants are: Br[C:2]1[C:11]2[CH2:10][CH2:9][CH2:8][C@@H:7]([NH:12][C:13](=[O:15])[CH3:14])[C:6]=2[CH:5]=[N:4][CH:3]=1.[F:16][C:17]1[CH:18]=[C:19](B(O)O)[CH:20]=[CH:21][C:22]=1[C:23]([F:26])([F:25])[F:24]. (4) Given the product [Cl:12][C:13]1[C:18]2[CH2:19][O:20][C@:21]3([CH3:26])[C@H:25]([C:17]=2[CH:16]=[CH:15][CH:14]=1)[CH2:24][N:23]([C:7]([O:9][CH2:10][CH3:11])=[O:8])[CH2:22]3, predict the reactants needed to synthesize it. The reactants are: C(=O)(O)[O-].[Na+].Cl[C:7]([O:9][CH2:10][CH3:11])=[O:8].[Cl:12][C:13]1[C:18]2[CH2:19][O:20][C@:21]3([CH3:26])[C@H:25]([C:17]=2[CH:16]=[CH:15][CH:14]=1)[CH2:24][NH:23][CH2:22]3. (5) Given the product [Cl:1][C:2]1[C:7]([S:8]([CH3:11])(=[O:10])=[O:9])=[CH:6][CH:5]=[CH:4][C:3]=1[CH2:12][C:13]1[CH:18]=[C:17]([F:19])[CH:16]=[CH:15][C:14]=1[OH:20], predict the reactants needed to synthesize it. The reactants are: [Cl:1][C:2]1[C:7]([S:8]([CH3:11])(=[O:10])=[O:9])=[CH:6][CH:5]=[CH:4][C:3]=1[CH2:12][C:13]1[CH:18]=[C:17]([F:19])[CH:16]=[CH:15][C:14]=1[O:20]C.C(O)(=O)C. (6) Given the product [CH2:1]([O:3][C:4](=[O:39])[CH2:5][CH2:6][CH2:7][O:8][C:9]1[CH:14]=[CH:13][CH:12]=[C:11]([CH2:15][CH2:16][CH2:17][CH2:18][CH2:19][CH2:20][O:21][C:22]2[CH:27]=[C:26]([O:28][CH2:29][CH3:30])[CH:25]=[C:24]([C:45]3[CH:44]=[CH:43][N:42]=[C:41]([Cl:40])[CH:46]=3)[CH:23]=2)[C:10]=1[CH2:32][CH2:33][C:34]([O:36][CH2:37][CH3:38])=[O:35])[CH3:2], predict the reactants needed to synthesize it. The reactants are: [CH2:1]([O:3][C:4](=[O:39])[CH2:5][CH2:6][CH2:7][O:8][C:9]1[CH:14]=[CH:13][CH:12]=[C:11]([CH2:15][CH2:16][CH2:17][CH2:18][CH2:19][CH2:20][O:21][C:22]2[CH:27]=[C:26]([O:28][CH2:29][CH3:30])[CH:25]=[C:24](Br)[CH:23]=2)[C:10]=1[CH2:32][CH2:33][C:34]([O:36][CH2:37][CH3:38])=[O:35])[CH3:2].[Cl:40][C:41]1[CH:46]=[C:45](B(O)O)[CH:44]=[CH:43][N:42]=1.C(=O)([O-])[O-].[Cs+].[Cs+]. (7) Given the product [Cl:1][C:2]1[CH:3]=[C:4]2[C:12](=[CH:13][C:14]=1[Cl:15])[NH:11][C:10]1[C:9]([C:31]([F:32])([F:34])[F:33])([OH:26])[CH:8]([F:35])[CH2:7][CH2:6][C:5]2=1, predict the reactants needed to synthesize it. The reactants are: [Cl:1][C:2]1[CH:3]=[C:4]2[C:12](=[CH:13][C:14]=1[Cl:15])[N:11](S(C1C=CC(C)=CC=1)(=O)=O)[C:10]1[C:9]([C:31]([F:34])([F:33])[F:32])([O:26][Si](C)(C)C)[CH:8]([F:35])[CH2:7][CH2:6][C:5]2=1.[OH-].[K+]. (8) Given the product [F:1][C:2]1[CH:7]=[CH:6][C:5]([S:8]([C:11]2[CH:12]=[CH:13][C:14]([CH2:21][CH2:22][CH3:23])=[C:15]([S:17]([NH:31][CH2:30][CH:27]3[CH2:28][CH2:29][O:24][CH2:25][CH2:26]3)(=[O:19])=[O:18])[CH:16]=2)(=[O:10])=[O:9])=[CH:4][CH:3]=1, predict the reactants needed to synthesize it. The reactants are: [F:1][C:2]1[CH:7]=[CH:6][C:5]([S:8]([C:11]2[CH:12]=[CH:13][C:14]([CH2:21][CH2:22][CH3:23])=[C:15]([S:17](Cl)(=[O:19])=[O:18])[CH:16]=2)(=[O:10])=[O:9])=[CH:4][CH:3]=1.[O:24]1[CH2:29][CH2:28][CH:27]([CH2:30][NH2:31])[CH2:26][CH2:25]1. (9) Given the product [CH3:21][O:20][C:14]1[CH:13]=[C:12]([NH:11][C:4]2[C:5]3[N:10]=[CH:9][S:8][C:6]=3[N:7]=[C:2]([N:29]3[CH2:30][CH2:31][CH:27]([C:25]([O:24][CH3:23])=[O:26])[CH2:28]3)[N:3]=2)[CH:17]=[CH:16][C:15]=1[O:18][CH3:19], predict the reactants needed to synthesize it. The reactants are: Cl[C:2]1[N:3]=[C:4]([NH:11][C:12]2[CH:17]=[CH:16][C:15]([O:18][CH3:19])=[C:14]([O:20][CH3:21])[CH:13]=2)[C:5]2[N:10]=[CH:9][S:8][C:6]=2[N:7]=1.Cl.[CH3:23][O:24][C:25]([CH:27]1[CH2:31][CH2:30][NH:29][CH2:28]1)=[O:26].CC(C1C=C(C(C)C)C(C2C=CC=CC=2P(C2CCCCC2)C2CCCCC2)=C(C(C)C)C=1)C.C([O-])([O-])=O.[Cs+].[Cs+]. (10) Given the product [N+:11]([C:14]1[CH:21]=[CH:20][C:17]([CH2:18][N:1]2[C:5]3[CH:6]=[CH:7][CH:8]=[CH:9][C:4]=3[N:3]([CH2:2][C:17]3[CH:20]=[CH:21][C:14]([N+:11]([O-:13])=[O:12])=[CH:15][CH:16]=3)[C:22]2=[O:25])=[CH:16][CH:15]=1)([O-:13])=[O:12], predict the reactants needed to synthesize it. The reactants are: [NH:1]1[C:5]2[CH:6]=[CH:7][CH:8]=[CH:9][C:4]=2[NH:3][C:2]1=O.[N+:11]([C:14]1[CH:21]=[CH:20][C:17]([CH2:18]Br)=[CH:16][CH:15]=1)([O-:13])=[O:12].[C:22](=[O:25])([O-])[O-].[K+].[K+].[I-].[K+].Cl.